Regression. Given a peptide amino acid sequence and an MHC pseudo amino acid sequence, predict their binding affinity value. This is MHC class I binding data. From a dataset of Peptide-MHC class I binding affinity with 185,985 pairs from IEDB/IMGT. (1) The peptide sequence is KYYTSYTLK. The MHC is HLA-B15:01 with pseudo-sequence HLA-B15:01. The binding affinity (normalized) is 0.0847. (2) The peptide sequence is NGLDFSEV. The MHC is H-2-Kb with pseudo-sequence H-2-Kb. The binding affinity (normalized) is 0.118. (3) The peptide sequence is IIIPLSVSI. The MHC is HLA-A32:01 with pseudo-sequence HLA-A32:01. The binding affinity (normalized) is 0.608. (4) The peptide sequence is AGYIYYQL. The MHC is H-2-Kb with pseudo-sequence H-2-Kb. The binding affinity (normalized) is 0.768. (5) The peptide sequence is PLYRLSPKK. The MHC is HLA-A31:01 with pseudo-sequence HLA-A31:01. The binding affinity (normalized) is 0.0847. (6) The peptide sequence is AMEGGTTKA. The MHC is HLA-B46:01 with pseudo-sequence HLA-B46:01. The binding affinity (normalized) is 0.0847.